Dataset: Full USPTO retrosynthesis dataset with 1.9M reactions from patents (1976-2016). Task: Predict the reactants needed to synthesize the given product. (1) Given the product [CH3:24][C@@:12]1([C:10]2[NH:1][C:2]3[C:7]([CH3:8])=[CH:6][CH:5]=[CH:4][C:3]=3[N:9]=2)[CH2:16][CH2:15][CH2:14][N:13]1[C:17]([O:19][C:20]([CH3:23])([CH3:22])[CH3:21])=[O:18], predict the reactants needed to synthesize it. The reactants are: [NH2:1][C:2]1[C:7]([CH3:8])=[CH:6][CH:5]=[CH:4][C:3]=1[NH:9][C:10]([C@:12]1([CH3:24])[CH2:16][CH2:15][CH2:14][N:13]1[C:17]([O:19][C:20]([CH3:23])([CH3:22])[CH3:21])=[O:18])=O.CC(O)=O. (2) Given the product [Si:1]([O:8][C:9]1[CH:15]=[C:14]([N+:16]([O-:18])=[O:17])[CH:13]=[CH:12][C:10]=1[NH:11][C:24]([NH:11][C:10]1[CH:12]=[CH:13][CH:14]=[CH:15][CH:9]=1)=[S:25])([C:4]([CH3:7])([CH3:6])[CH3:5])([CH3:3])[CH3:2], predict the reactants needed to synthesize it. The reactants are: [Si:1]([O:8][C:9]1[CH:15]=[C:14]([N+:16]([O-:18])=[O:17])[CH:13]=[CH:12][C:10]=1[NH2:11])([C:4]([CH3:7])([CH3:6])[CH3:5])([CH3:3])[CH3:2].C([O-])(O)=O.[Na+].[C:24](Cl)(Cl)=[S:25]. (3) Given the product [N:61]([CH2:2][C:3]1[CH:4]=[C:5]([CH2:9][CH:10]([NH:12][C:13]2[N:18]=[C:17]([N:19]3[C:24]4=[N:25][C:26]([C:30]5[CH:35]=[CH:34][CH:33]=[CH:32][CH:31]=5)=[CH:27][C:28](=[O:29])[N:23]4[CH2:22][CH2:21][CH2:20]3)[CH:16]=[CH:15][N:14]=2)[CH3:11])[CH:6]=[CH:7][CH:8]=1)=[N+:62]=[N-:63], predict the reactants needed to synthesize it. The reactants are: O[CH2:2][C:3]1[CH:4]=[C:5]([CH2:9][CH:10]([NH:12][C:13]2[N:18]=[C:17]([N:19]3[C:24]4=[N:25][C:26]([C:30]5[CH:35]=[CH:34][CH:33]=[CH:32][CH:31]=5)=[CH:27][C:28](=[O:29])[N:23]4[CH2:22][CH2:21][CH2:20]3)[CH:16]=[CH:15][N:14]=2)[CH3:11])[CH:6]=[CH:7][CH:8]=1.N12CCCN=C1CCCCC2.C1(P([N:61]=[N+:62]=[N-:63])(C2C=CC=CC=2)=O)C=CC=CC=1. (4) Given the product [CH:7]1([C:12]2[CH:13]=[C:14]([CH:18]=[C:19]([O:21][CH3:22])[N:20]=2)[C:15]#[N:17])[CH2:8][CH2:9][CH2:10][CH2:11]1, predict the reactants needed to synthesize it. The reactants are: N1C=CC=CC=1.[CH:7]1([C:12]2[CH:13]=[C:14]([CH:18]=[C:19]([O:21][CH3:22])[N:20]=2)[C:15]([NH2:17])=O)[CH2:11][CH2:10][CH2:9][CH2:8]1.FC(F)(F)C(OC(=O)C(F)(F)F)=O. (5) Given the product [Cl:1][C:2]1[CH:3]=[C:4]2[C:8](=[CH:9][CH:10]=1)[N:7]([S:37]([C:34]1[CH:35]=[CH:36][C:31]([O:30][CH3:29])=[CH:32][C:33]=1[O:41][C:42]([F:43])([F:44])[F:45])(=[O:39])=[O:38])[C:6](=[O:11])[C:5]2([NH:20][C:21]([CH3:28])([CH3:27])[C:22]([N:24]([CH3:25])[CH3:26])=[O:23])[C:12]1[CH:17]=[CH:16][CH:15]=[CH:14][C:13]=1[O:18][CH3:19], predict the reactants needed to synthesize it. The reactants are: [Cl:1][C:2]1[CH:3]=[C:4]2[C:8](=[CH:9][CH:10]=1)[NH:7][C:6](=[O:11])[C:5]2([NH:20][C:21]([CH3:28])([CH3:27])[C:22]([N:24]([CH3:26])[CH3:25])=[O:23])[C:12]1[CH:17]=[CH:16][CH:15]=[CH:14][C:13]=1[O:18][CH3:19].[CH3:29][O:30][C:31]1[CH:36]=[CH:35][C:34]([S:37](Cl)(=[O:39])=[O:38])=[C:33]([O:41][C:42]([F:45])([F:44])[F:43])[CH:32]=1. (6) Given the product [ClH:37].[ClH:43].[NH2:8][CH2:9][CH2:10][N:11]1[C:19]2[C:18]([NH:20][C:21]3[CH:36]=[CH:35][C:24]([O:25][C:26]4[CH:27]=[C:28]([CH:32]=[CH:33][CH:34]=4)[C:29]([NH:42][C:38]([CH3:41])([CH3:40])[CH3:39])=[O:30])=[C:23]([Cl:37])[CH:22]=3)=[N:17][CH:16]=[N:15][C:14]=2[CH:13]=[CH:12]1, predict the reactants needed to synthesize it. The reactants are: C(OC([NH:8][CH2:9][CH2:10][N:11]1[C:19]2[C:18]([NH:20][C:21]3[CH:36]=[CH:35][C:24]([O:25][C:26]4[CH:27]=[C:28]([CH:32]=[CH:33][CH:34]=4)[C:29](O)=[O:30])=[C:23]([Cl:37])[CH:22]=3)=[N:17][CH:16]=[N:15][C:14]=2[CH:13]=[CH:12]1)=O)(C)(C)C.[C:38]([NH2:42])([CH3:41])([CH3:40])[CH3:39].[ClH:43].C(N=C=NCCCN(C)C)C.ON1C2C=CC=CC=2N=N1.